Dataset: Catalyst prediction with 721,799 reactions and 888 catalyst types from USPTO. Task: Predict which catalyst facilitates the given reaction. (1) Reactant: [C:1](OC(=O)C)(=[O:3])C.[CH3:8][O:9][C:10]([C:12]1[S:13][C:14](C)=[C:15]([CH3:18])[C:16]=1[NH2:17])=[O:11]. Product: [CH3:8][O:9][C:10]([C:12]1[S:13][CH:14]=[C:15]([CH3:18])[C:16]=1[NH:17][CH:1]=[O:3])=[O:11]. The catalyst class is: 106. (2) Reactant: C(OC([N:8]1[CH2:12][CH2:11][C@H:10]([OH:13])[CH2:9]1)=O)(C)(C)C.C[Si](C)(C)[N-][Si](C)(C)C.[Na+].[CH:24]1([CH2:27]Br)[CH2:26][CH2:25]1.C(=O)([O-])O.[Na+].[ClH:34].O1CCOCC1. Product: [ClH:34].[CH:24]1([CH2:27][O:13][C@H:10]2[CH2:11][CH2:12][NH:8][CH2:9]2)[CH2:26][CH2:25]1. The catalyst class is: 9. (3) Reactant: Cl.Cl.[NH2:3][CH2:4][CH2:5][N:6]1[C:14]2[C:13]([NH:15][C:16]3[CH:21]=[CH:20][C:19]([O:22][C:23]4[CH:28]=[CH:27][CH:26]=[C:25]([Cl:29])[CH:24]=4)=[C:18]([Cl:30])[CH:17]=3)=[N:12][CH:11]=[N:10][C:9]=2[CH:8]=[CH:7]1.[CH3:31][S:32]([CH2:35][C:36](O)=[O:37])(=[O:34])=[O:33].ON1C2C=CC=CC=2N=N1.Cl.C(N=C=NCCCN(C)C)C. Product: [Cl:30][C:18]1[CH:17]=[C:16]([NH:15][C:13]2[C:14]3[N:6]([CH2:5][CH2:4][NH:3][C:36](=[O:37])[CH2:35][S:32]([CH3:31])(=[O:34])=[O:33])[CH:7]=[CH:8][C:9]=3[N:10]=[CH:11][N:12]=2)[CH:21]=[CH:20][C:19]=1[O:22][C:23]1[CH:28]=[CH:27][CH:26]=[C:25]([Cl:29])[CH:24]=1. The catalyst class is: 681. (4) Reactant: [CH2:1]([O:8][C:9]1[CH:10]=[C:11]([C:15]2[CH:20]=[CH:19][N:18]=[C:17]3[N:21]([CH2:34][O:35][CH2:36][CH2:37][Si:38]([CH3:41])([CH3:40])[CH3:39])[C:22]([C:24]4[CH:33]=[CH:32][C:27]([C:28]([O:30]C)=[O:29])=[CH:26][CH:25]=4)=[N:23][C:16]=23)[CH:12]=[CH:13][CH:14]=1)[C:2]1[CH:7]=[CH:6][CH:5]=[CH:4][CH:3]=1.Cl. Product: [CH2:1]([O:8][C:9]1[CH:10]=[C:11]([C:15]2[CH:20]=[CH:19][N:18]=[C:17]3[N:21]([CH2:34][O:35][CH2:36][CH2:37][Si:38]([CH3:41])([CH3:40])[CH3:39])[C:22]([C:24]4[CH:25]=[CH:26][C:27]([C:28]([OH:30])=[O:29])=[CH:32][CH:33]=4)=[N:23][C:16]=23)[CH:12]=[CH:13][CH:14]=1)[C:2]1[CH:7]=[CH:6][CH:5]=[CH:4][CH:3]=1. The catalyst class is: 20. (5) Reactant: [C:1]1([C:19]2[CH:24]=[CH:23][CH:22]=[CH:21][CH:20]=2)[CH:6]=[CH:5][CH:4]=[CH:3][C:2]=1[CH2:7][N:8]1[CH:13]=[CH:12][CH:11]=[C:10]([C:14]([O:16]C)=[O:15])[C:9]1=[O:18].[OH-].[Na+]. Product: [C:1]1([C:19]2[CH:20]=[CH:21][CH:22]=[CH:23][CH:24]=2)[CH:6]=[CH:5][CH:4]=[CH:3][C:2]=1[CH2:7][N:8]1[CH:13]=[CH:12][CH:11]=[C:10]([C:14]([OH:16])=[O:15])[C:9]1=[O:18]. The catalyst class is: 36. (6) Reactant: [Cl:1][C:2]1[CH:3]=[C:4]2[C:9](=[CH:10][C:11]=1[O:12][C:13]1[CH:18]=[CH:17][C:16]([C:19](=[O:32])[NH:20][C:21]3[CH:30]=[CH:29][C:28]4[C:23](=[CH:24][CH:25]=[C:26]([Cl:31])[CH:27]=4)[N:22]=3)=[CH:15][CH:14]=1)[O:8][CH2:7][CH2:6][CH:5]2[C:33]([OH:35])=[O:34].C(C(CCCC)C([O-])=O)C.[Na+:46].CCCCCC. Product: [Cl:1][C:2]1[CH:3]=[C:4]2[C:9](=[CH:10][C:11]=1[O:12][C:13]1[CH:14]=[CH:15][C:16]([C:19](=[O:32])[NH:20][C:21]3[CH:30]=[CH:29][C:28]4[C:23](=[CH:24][CH:25]=[C:26]([Cl:31])[CH:27]=4)[N:22]=3)=[CH:17][CH:18]=1)[O:8][CH2:7][CH2:6][CH:5]2[C:33]([O-:35])=[O:34].[Na+:46]. The catalyst class is: 1. (7) Reactant: CS[C:3]1[N:7]([C:8]([O:10][C:11]([CH3:14])([CH3:13])[CH3:12])=[O:9])[C@H:6]2[CH2:15][CH2:16][CH2:17][CH2:18][C@H:5]2[N:4]=1.[F:19][C:20]1[CH:21]=[C:22]([CH:25]=[CH:26][CH:27]=1)[CH2:23][NH2:24]. Product: [C:11]([O:10][C:8]([N:7]1[C@H:6]2[CH2:15][CH2:16][CH2:17][CH2:18][C@H:5]2[N:4]=[C:3]1[NH:24][CH2:23][C:22]1[CH:25]=[CH:26][CH:27]=[C:20]([F:19])[CH:21]=1)=[O:9])([CH3:14])([CH3:13])[CH3:12]. The catalyst class is: 4.